This data is from Full USPTO retrosynthesis dataset with 1.9M reactions from patents (1976-2016). The task is: Predict the reactants needed to synthesize the given product. (1) Given the product [C@@H:25]1([N:7]([CH2:6][C:5]2[CH:35]=[CH:36][CH:37]=[C:3]([CH:1]=[N:45][O:44][CH:39]3[CH2:40][CH2:41][CH2:42][CH2:43][O:38]3)[CH:4]=2)[C:8]([C:10]2[CH:15]=[C:14]([C:16]([OH:18])=[O:17])[C:13]([C:19]([OH:21])=[O:20])=[CH:12][C:11]=2[C:22]([OH:24])=[O:23])=[O:9])[C:34]2[C:29](=[CH:30][CH:31]=[CH:32][CH:33]=2)[CH2:28][CH2:27][CH2:26]1, predict the reactants needed to synthesize it. The reactants are: [CH:1]([C:3]1[CH:4]=[C:5]([CH:35]=[CH:36][CH:37]=1)[CH2:6][N:7]([C@@H:25]1[C:34]2[C:29](=[CH:30][CH:31]=[CH:32][CH:33]=2)[CH2:28][CH2:27][CH2:26]1)[C:8]([C:10]1[CH:15]=[C:14]([C:16]([OH:18])=[O:17])[C:13]([C:19]([OH:21])=[O:20])=[CH:12][C:11]=1[C:22]([OH:24])=[O:23])=[O:9])=O.[O:38]1[CH2:43][CH2:42][CH2:41][CH2:40][CH:39]1[O:44][NH2:45]. (2) Given the product [CH2:1]([O:8][C:9]1[CH:10]=[CH:11][C:12]([CH:15]2[CH:20]3[CH2:21][CH2:22][CH2:23][CH:16]2[CH2:17][CH2:18][CH2:19]3)=[CH:13][CH:14]=1)[C:2]1[CH:3]=[CH:4][CH:5]=[CH:6][CH:7]=1, predict the reactants needed to synthesize it. The reactants are: [CH2:1]([O:8][C:9]1[CH:14]=[CH:13][C:12]([C:15]2(O)[CH:20]3[CH2:21][CH2:22][CH2:23][CH:16]2[CH2:17][CH2:18][CH2:19]3)=[CH:11][CH:10]=1)[C:2]1[CH:7]=[CH:6][CH:5]=[CH:4][CH:3]=1. (3) Given the product [CH3:35][N:31]1[C:30]2[C:36]([CH3:38])=[CH:37][C:27]([C:25]([C:24]3[CH:39]=[C:40]([N:15]4[CH2:14][CH2:13][CH:12]([N:9]5[CH2:10][CH2:11][C:5]6[CH:4]=[C:3]([O:2][CH3:1])[CH:20]=[CH:19][C:6]=6[NH:7][C:8]5=[O:18])[CH2:17][CH2:16]4)[CH:41]=[CH:22][CH:23]=3)=[O:26])=[CH:28][C:29]=2[O:33][C:32]1=[O:34], predict the reactants needed to synthesize it. The reactants are: [CH3:1][O:2][C:3]1[CH:20]=[CH:19][C:6]2[NH:7][C:8](=[O:18])[N:9]([CH:12]3[CH2:17][CH2:16][NH:15][CH2:14][CH2:13]3)[CH2:10][CH2:11][C:5]=2[CH:4]=1.Br[C:22]1[CH:23]=[C:24]([CH:39]=[CH:40][CH:41]=1)[C:25]([C:27]1[CH:37]=[C:36]([CH3:38])[C:30]2[N:31]([CH3:35])[C:32](=[O:34])[O:33][C:29]=2[CH:28]=1)=[O:26].C(=O)([O-])[O-].[Cs+].[Cs+].C1C=CC(P(C2C(C3C(P(C4C=CC=CC=4)C4C=CC=CC=4)=CC=C4C=3C=CC=C4)=C3C(C=CC=C3)=CC=2)C2C=CC=CC=2)=CC=1. (4) Given the product [NH2:13][C:4]1[CH:3]=[C:2]([F:1])[C:7]([O:8][CH3:9])=[CH:6][C:5]=1[C:10](=[O:12])[CH3:11], predict the reactants needed to synthesize it. The reactants are: [F:1][C:2]1[C:7]([O:8][CH3:9])=[CH:6][C:5]([C:10](=[O:12])[CH3:11])=[C:4]([N+:13]([O-])=O)[CH:3]=1.CO.O.O.[Sn](Cl)Cl. (5) Given the product [ClH:59].[NH2:51][CH2:50][C@H:47]1[CH2:46][CH2:45][C@H:44]([C:42]([NH:41][C@H:26]([C:27](=[O:40])[NH:28][C:29]2[CH:30]=[CH:31][C:32]([C:35]3[N:36]=[N:37][NH:38][N:39]=3)=[CH:33][CH:34]=2)[CH2:25][C:22]2[CH:23]=[CH:24][C:19]([C:3]3[CH:4]=[CH:5][C:6]([C:8]([NH:9][C@@H:10]4[CH2:16][CH2:15][CH2:14][CH2:13][NH:12][C:11]4=[O:17])=[O:18])=[CH:7][C:2]=3[CH3:1])=[CH:20][CH:21]=2)=[O:43])[CH2:49][CH2:48]1, predict the reactants needed to synthesize it. The reactants are: [CH3:1][C:2]1[CH:7]=[C:6]([C:8](=[O:18])[NH:9][C@H:10]2[CH2:16][CH2:15][CH2:14][CH2:13][NH:12][C:11]2=[O:17])[CH:5]=[CH:4][C:3]=1[C:19]1[CH:24]=[CH:23][C:22]([CH2:25][C@H:26]([NH:41][C:42]([C@H:44]2[CH2:49][CH2:48][C@H:47]([CH2:50][NH:51]C(=O)OC(C)(C)C)[CH2:46][CH2:45]2)=[O:43])[C:27](=[O:40])[NH:28][C:29]2[CH:34]=[CH:33][C:32]([C:35]3[N:36]=[N:37][NH:38][N:39]=3)=[CH:31][CH:30]=2)=[CH:21][CH:20]=1.[ClH:59]. (6) Given the product [OH:22][C:18]1[CH:17]=[C:16]([S:15][C:11]2[CH:10]=[C:9]([CH3:23])[C:8](=[CH:13][C:12]=2[CH3:14])[NH2:5])[CH:21]=[CH:20][CH:19]=1, predict the reactants needed to synthesize it. The reactants are: C(O)(=O)C.[N+:5]([C:8]1[CH:13]=[C:12]([CH3:14])[C:11]([S:15][C:16]2[CH:21]=[CH:20][CH:19]=[C:18]([OH:22])[CH:17]=2)=[CH:10][C:9]=1[CH3:23])([O-])=O. (7) Given the product [C:3]([C:7]1[CH:12]=[CH:11][CH:10]=[CH:9][C:8]=1[N:13]1[CH2:18][CH2:17][N:16]([C:34]([C:33]2[CH:37]=[CH:38][C:30]([C:29]([OH:39])=[O:28])=[CH:31][CH:32]=2)=[O:35])[CH2:15][CH2:14]1)([CH3:6])([CH3:4])[CH3:5], predict the reactants needed to synthesize it. The reactants are: Cl.Cl.[C:3]([C:7]1[CH:12]=[CH:11][CH:10]=[CH:9][C:8]=1[N:13]1[CH2:18][CH2:17][NH:16][CH2:15][CH2:14]1)([CH3:6])([CH3:5])[CH3:4].C(N(CC)CC)C.[Cl-].C[O:28][C:29](=[O:39])[C:30]1[CH:38]=[CH:37][C:33]([C:34](O)=[O:35])=[CH:32][CH:31]=1.C(=O)([O-])O.[Na+]. (8) Given the product [N:19]1([C:16]2[CH2:17][CH2:18][C:13]3[N:14]([C:10]([C:9]([F:8])([F:32])[F:33])=[N:11][N:12]=3)[N:15]=2)[CH2:20][CH2:21][NH:22][CH2:23][CH2:24]1, predict the reactants needed to synthesize it. The reactants are: C(O)(C(F)(F)F)=O.[F:8][C:9]([F:33])([F:32])[C:10]1[N:14]2[N:15]=[C:16]([N:19]3[CH2:24][CH2:23][N:22](C(OC(C)(C)C)=O)[CH2:21][CH2:20]3)[CH2:17][CH2:18][C:13]2=[N:12][N:11]=1. (9) Given the product [OH:4][CH2:3][C:2]([C:12]1[CH:16]=[C:15]([NH:17][C:18]([C@@H:20]2[CH2:24][C@@H:23]([O:25][C:26]([CH3:29])([CH3:27])[CH3:28])[CH2:22][N:21]2[C:30]2[CH:31]=[CH:32][C:33]([Cl:36])=[CH:34][CH:35]=2)=[O:19])[O:14][N:13]=1)([CH3:1])[CH3:11], predict the reactants needed to synthesize it. The reactants are: [CH3:1][C:2]([C:12]1[CH:16]=[C:15]([NH:17][C:18]([C@@H:20]2[CH2:24][C@@H:23]([O:25][C:26]([CH3:29])([CH3:28])[CH3:27])[CH2:22][N:21]2[C:30]2[CH:35]=[CH:34][C:33]([Cl:36])=[CH:32][CH:31]=2)=[O:19])[O:14][N:13]=1)([CH3:11])[CH2:3][O:4]C1CCCCO1.C1(C)C=CC(S([O-])(=O)=O)=CC=1.[NH+]1C=CC=CC=1. (10) Given the product [F:1][C:2]1[CH:16]=[CH:15][C:5]2[C:6]([CH:9]3[CH2:10][CH2:11][N:12]([CH2:3][CH2:4][C:5]4[C:28](=[O:29])[N:26]5[CH2:27][CH2:15][CH2:16][CH2:2][C:25]5=[N:7][C:6]=4[CH3:9])[CH2:13][CH2:14]3)=[N:7][O:8][C:4]=2[CH:3]=1, predict the reactants needed to synthesize it. The reactants are: [F:1][C:2]1[CH:16]=[CH:15][C:5]2[C:6]([CH:9]3[CH2:14][CH2:13][NH:12][CH2:11][CH2:10]3)=[N:7][O:8][C:4]=2[CH:3]=1.C(=O)([O-])[O-].[Na+].[Na+].[I-].[K+].[CH3:25][N:26]([CH:28]=[O:29])[CH3:27].